Dataset: Antibody developability classification from SAbDab with 2,409 antibodies. Task: Regression/Classification. Given an antibody's heavy chain and light chain sequences, predict its developability. TAP uses regression for 5 developability metrics; SAbDab uses binary classification. (1) The antibody is ['QVQLQESGGGLVQPGGSMKLSCVASGFTFSNYWMNWVRQSPEKGLEWVAEIRLKSNNYATHYAESVKGRFTISRDDSKSSVYLQMNNLRAEDTGIYYCTGVGQFAYWGQGTTVTVSS', 'PROT_4F140F4E']. Result: 0 (not developable). (2) The antibody is ['GVQLQESGPGLVKPSQSLSLTCTVTGYSITSDYAWNWIRQFPGNKLEWMGYITYSGSTGYNPSLKSRISITRDTSKNQFFLQLNSVTTEDTATYYCASYDDYTWFTYWGQGTLVTVSA', 'DVQMTQTPLTLSVTIGQPASISCESSQSLLYSNGKTYLNWLLQRPGQSPKRLIYLVSKLDSGVPDRFTGSGSGTDFTLRISRVEAEDLGVYYCVQGTHFPRTFGGGTKLEIK']. Result: 0 (not developable). (3) The antibody is ['EVQLQQSGAELVRPGTSVKMSCKAAGYTFTKYWIGWVKQRPGHGLEWIGDIHPGSFYSNYNEKFKGKATLTADTSSSTAYMQLSSLTSEDSAIYYCARDYYTNYGDWGQGTSVTVSS', 'DIVMTQAAPSVSVTPGESVSISCRSSKSLLHRNGNTYLFWFLQRPGQSPQLLIYRMSNLASGVPDRFSGSGSGTAFTLRISRVEAEDVGVYYCMQHLEYPYTFGSGTKLELK']. Result: 0 (not developable). (4) The antibody is ['EVQLQQSGTVLARPGASVKMSCKASGYSFTSFWMHWVKQRPGQGLEWIGTIYPGNSDTSYNQKFKGKAKLTAVTSASTAYMEVSSLTNEDSAVYYCTRRSGYKYYALDYWGQGTSVTVSS', 'DVLMTQTPLSLPVSLGDQASISCRSSQSIVHSNGNTYLEWYLQKPGQSPKLLIYKVSNRFSGVPDRFSGSGSGTDFTLKISRVEAEDLGVYYCFQGSLVPTFGGGTKLEIK']. Result: 0 (not developable). (5) Result: 0 (not developable). The antibody is ['VTLKESGPGLLKPSQTLSLTCSFSGFSIRTSKVGVSWIRQPSGKGLEWLAHIYWDDDKRYNPSLESRLTISKDTSRDMVFMKITSVDTADTATYYCARRGFYGRKYEVNHFDYWGQGTTLTVSS', 'DVLMTQTPLSLPVNLGEQASISCRSSQSIVHSNGHTYLEWYLQRPGQSPKLLIYQVSTRFSGVPDRFSGSGSGTDFTLRISRVEAEDLGVYYCFQASLVPLTFGAGTKLELK']. (6) The antibody is ['QVTLSQSGPGLVKPSQSLSLTCTVTSYSITSDYAWNWIRQFAGQSLEWMGYISYSGSTSYNPSLKSRISITRDTSKNQFFLQLNSVTTDDTATYYCARGGTGFPYWGTGTNVTVSA', 'DIVMTQSPKSMGMSVGEAVTLNCKASENVGTYVSWYQQKPGQSPVLLIYGASNRYTGVPDRFTGSGSATDFTLTISSVQADDDADYYCGQSYSSPLTFGGGTKLELK']. Result: 1 (developable). (7) The antibody is ['QIQLVQSGPELKKPGETVKISCKASGYTFTDYSVHWVKQVPGKGLKWMGWINTETGEPTYADDFKGRFAFSLESSASTAYLEIHNLKNEDTATYFCALGWLHWGLGTTLTVSS', 'DIQLTQSPSSLAMSGGQKVTMRCKSSQSLLNSRNERNYLAWYQQKPGQSPKLLVYFASIRESGVPDRFIGSGSGTDFTLTISSVQAEDLADYFCLQHYNTPWTFGGGTKLEIK']. Result: 1 (developable).